Dataset: Full USPTO retrosynthesis dataset with 1.9M reactions from patents (1976-2016). Task: Predict the reactants needed to synthesize the given product. (1) Given the product [CH3:11][C:10]1[CH:28]=[C:29]([C:30]([OH:26])=[CH:19][C:20]2[CH:25]=[CH:24][N:23]=[CH:22][N:21]=2)[CH:1]=[CH:8][CH:9]=1, predict the reactants needed to synthesize it. The reactants are: [CH:1](NC(C)C)(C)C.[CH2:8]([Li])[CH2:9][CH2:10][CH3:11].CCCCCC.[CH3:19][C:20]1[CH:25]=[CH:24][N:23]=[CH:22][N:21]=1.[O:26]1[CH2:30][CH2:29][CH2:28]C1. (2) Given the product [C:15]1([CH2:16][O:1][C:2]2[CH:3]=[C:4]([CH:7]=[CH:8][CH:9]=2)[CH:5]=[O:6])[CH:18]=[CH:19][CH:12]=[CH:13][CH:14]=1, predict the reactants needed to synthesize it. The reactants are: [OH:1][C:2]1[CH:3]=[C:4]([CH:7]=[CH:8][CH:9]=1)[CH:5]=[O:6].CO[C:12]1[CH:19]=[CH:18][C:15]([CH2:16]Cl)=[CH:14][CH:13]=1.C(=O)([O-])[O-].[K+].[K+].CN(C)C=O.